From a dataset of Catalyst prediction with 721,799 reactions and 888 catalyst types from USPTO. Predict which catalyst facilitates the given reaction. Reactant: C(N1C=CN=C1)(N1C=CN=C1)=O.[NH:13]1[CH:17]=[CH:16][CH:15]=[C:14]1[C:18]([OH:20])=O.[NH2:21][C@H:22]1[CH2:27][C:26]2[C:28]([N:32]3[CH2:37][CH2:36][N:35]([CH3:38])[CH2:34][CH2:33]3)=[CH:29][CH:30]=[CH:31][C:25]=2[O:24][CH2:23]1. Product: [CH3:38][N:35]1[CH2:36][CH2:37][N:32]([C:28]2[C:26]3[CH2:27][C@H:22]([NH:21][C:18]([C:14]4[NH:13][CH:17]=[CH:16][CH:15]=4)=[O:20])[CH2:23][O:24][C:25]=3[CH:31]=[CH:30][CH:29]=2)[CH2:33][CH2:34]1. The catalyst class is: 9.